Task: Predict the product of the given reaction.. Dataset: Forward reaction prediction with 1.9M reactions from USPTO patents (1976-2016) (1) Given the reactants C(=O)([O-])[O-].[Na+].[Na+].Br[C:8]1[CH:9]=[N:10][C:11]([CH3:14])=[N:12][CH:13]=1.[F:15][C:16]([F:27])([F:26])[C:17]1[CH:22]=[CH:21][C:20](B(O)O)=[CH:19][CH:18]=1.C(O)C, predict the reaction product. The product is: [CH3:14][C:11]1[N:10]=[CH:9][C:8]([C:20]2[CH:21]=[CH:22][C:17]([C:16]([F:27])([F:26])[F:15])=[CH:18][CH:19]=2)=[CH:13][N:12]=1. (2) Given the reactants C(OC([N:8]1[CH2:13][CH2:12][CH:11]([C:14](=[S:16])[NH2:15])[CH2:10][CH2:9]1)=O)(C)(C)C.[Br:17][CH2:18][C:19]([C:21]1[CH:26]=[CH:25][CH:24]=[CH:23][CH:22]=1)=O, predict the reaction product. The product is: [BrH:17].[C:21]1([C:19]2[N:15]=[C:14]([CH:11]3[CH2:10][CH2:9][NH:8][CH2:13][CH2:12]3)[S:16][CH:18]=2)[CH:26]=[CH:25][CH:24]=[CH:23][CH:22]=1. (3) Given the reactants [Li+].[BH4-].Cl[Si](C)(C)C.[CH3:8][N:9]([CH3:25])[C:10]1[C:15](/[CH:16]=[CH:17]/[N+:18]([O-])=O)=[CH:14][CH:13]=[C:12]([C:21]([F:24])([F:23])[F:22])[N:11]=1, predict the reaction product. The product is: [NH2:18][CH2:17][CH2:16][C:15]1[C:10]([N:9]([CH3:8])[CH3:25])=[N:11][C:12]([C:21]([F:22])([F:23])[F:24])=[CH:13][CH:14]=1. (4) Given the reactants [Cl:1][C:2]1[CH:7]=[CH:6][C:5]([C@H:8]2[NH:13][C@@H:12]([C@H:14]([OH:16])[CH3:15])[CH2:11][O:10][CH2:9]2)=[CH:4][CH:3]=1.C1(P(C2C=CC=CC=2)C2C=CC=CC=2)C=CC=CC=1.[N+:36]([C:39]1[CH:47]=[CH:46][C:42]([C:43](O)=[O:44])=[CH:41][CH:40]=1)([O-:38])=[O:37].N(C(OC(C)C)=O)=NC(OC(C)C)=O, predict the reaction product. The product is: [Cl:1][C:2]1[CH:3]=[CH:4][C:5]([C@H:8]2[NH:13][C@@H:12]([C@@H:14]([O:16][C:43](=[O:44])[C:42]3[CH:41]=[CH:40][C:39]([N+:36]([O-:38])=[O:37])=[CH:47][CH:46]=3)[CH3:15])[CH2:11][O:10][CH2:9]2)=[CH:6][CH:7]=1. (5) Given the reactants [F:1][C:2]1[CH:9]=[CH:8][CH:7]=[C:6]([OH:10])[C:3]=1[C:4]#[N:5].C(=O)([O-])[O-].[K+].[K+].Br[CH2:18][C:19]([NH2:21])=[O:20].[OH-].[K+], predict the reaction product. The product is: [NH2:5][C:4]1[C:3]2[C:2]([F:1])=[CH:9][CH:8]=[CH:7][C:6]=2[O:10][C:18]=1[C:19]([NH2:21])=[O:20]. (6) Given the reactants Br[C:2]1[CH:3]=[N:4][CH:5]=[C:6]([CH:31]=1)[C:7]([NH:9][C:10]1[N:11]=[N:12][C:13]([N:16]2[C:20]([C:21]([F:24])([F:23])[F:22])=[CH:19][C:18]([C:25]3[CH:26]=[N:27][CH:28]=[CH:29][CH:30]=3)=[N:17]2)=[CH:14][CH:15]=1)=[O:8].[N:32]1[CH:37]=[C:36](B(O)O)[CH:35]=[N:34][CH:33]=1.C(=O)([O-])[O-].[Cs+].[Cs+], predict the reaction product. The product is: [N:27]1[CH:28]=[CH:29][CH:30]=[C:25]([C:18]2[CH:19]=[C:20]([C:21]([F:24])([F:23])[F:22])[N:16]([C:13]3[N:12]=[N:11][C:10]([NH:9][C:7](=[O:8])[C:6]4[CH:31]=[C:2]([C:36]5[CH:37]=[N:32][CH:33]=[N:34][CH:35]=5)[CH:3]=[N:4][CH:5]=4)=[CH:15][CH:14]=3)[N:17]=2)[CH:26]=1.